This data is from Forward reaction prediction with 1.9M reactions from USPTO patents (1976-2016). The task is: Predict the product of the given reaction. (1) Given the reactants [CH3:1][C:2]1[N:3]=[C:4]([C:7]2([N:13]([C:17]3[CH:22]=[CH:21][CH:20]=[CH:19][CH:18]=3)[C:14](=[O:16])[CH3:15])[CH2:12][CH2:11][NH:10][CH2:9][CH2:8]2)[S:5][CH:6]=1.C(=O)([O-])[O-].[K+].[K+].[CH:29]1([CH2:32]Br)[CH2:31][CH2:30]1.C(OCC)(=O)C, predict the reaction product. The product is: [CH:29]1([CH2:32][N:10]2[CH2:11][CH2:12][C:7]([N:13]([C:17]3[CH:18]=[CH:19][CH:20]=[CH:21][CH:22]=3)[C:14](=[O:16])[CH3:15])([C:4]3[S:5][CH:6]=[C:2]([CH3:1])[N:3]=3)[CH2:8][CH2:9]2)[CH2:31][CH2:30]1. (2) Given the reactants [NH:1]1[C:9]2[C:4](=[C:5]([CH:10]([C:14]3[CH:19]=[CH:18][CH:17]=[CH:16][CH:15]=3)[CH2:11][CH2:12][NH2:13])[CH:6]=[CH:7][CH:8]=2)[CH:3]=[CH:2]1.[ClH:20], predict the reaction product. The product is: [ClH:20].[NH:1]1[C:9]2[C:4](=[C:5]([CH:10]([C:14]3[CH:15]=[CH:16][CH:17]=[CH:18][CH:19]=3)[CH2:11][CH2:12][NH2:13])[CH:6]=[CH:7][CH:8]=2)[CH:3]=[CH:2]1. (3) Given the reactants Br[C:2]1[CH:7]=[CH:6][C:5]([CH2:8][CH2:9][N:10]2[CH2:14][CH2:13][CH2:12][C@H:11]2[CH3:15])=[CH:4][CH:3]=1.[CH3:16][S:17]([C:20]1[CH:25]=[CH:24][C:23](B(O)O)=[CH:22][CH:21]=1)(=[O:19])=[O:18].C([O-])([O-])=O.[Na+].[Na+], predict the reaction product. The product is: [CH3:16][S:17]([C:20]1[CH:25]=[CH:24][C:23]([C:2]2[CH:7]=[CH:6][C:5]([CH2:8][CH2:9][N:10]3[CH2:14][CH2:13][CH2:12][C@H:11]3[CH3:15])=[CH:4][CH:3]=2)=[CH:22][CH:21]=1)(=[O:19])=[O:18]. (4) Given the reactants [CH3:1][Mg]Cl.[Br:4][C:5]1[CH:6]=[CH:7][C:8]2[O:12][C:11](=[O:13])[N:10]([CH2:14][C:15](=[O:17])[CH3:16])[C:9]=2[CH:18]=1, predict the reaction product. The product is: [Br:4][C:5]1[CH:6]=[CH:7][C:8]2[O:12][C:11](=[O:13])[N:10]([CH2:14][C:15]([OH:17])([CH3:1])[CH3:16])[C:9]=2[CH:18]=1. (5) Given the reactants Br[C:2]1[CH:7]=[CH:6][CH:5]=[CH:4][CH:3]=1.[Mg:8].[C:9](=[S:11])=[S:10].[Br:12][C:13]([CH3:20])([CH3:19])[C:14]([O:16][CH2:17][CH3:18])=[O:15], predict the reaction product. The product is: [C:2]1([Mg:8][Br:12])[CH:7]=[CH:6][CH:5]=[CH:4][CH:3]=1.[C:9]([S:11][C:13]([C:14]([O:16][CH2:17][CH3:18])=[O:15])([CH3:20])[CH3:19])(=[S:10])[C:2]1[CH:7]=[CH:6][CH:5]=[CH:4][CH:3]=1.